Dataset: Forward reaction prediction with 1.9M reactions from USPTO patents (1976-2016). Task: Predict the product of the given reaction. (1) The product is: [F:15][C:12]([F:14])([F:13])[C:11]1[N:6]2[N:5]=[CH:4][C:3]([C:1]#[C:2][C:27]3[CH:28]=[CH:29][C:30]([C:33]#[N:34])=[N:31][CH:32]=3)=[C:7]2[N:8]=[C:9]([C:16]2[CH:21]=[CH:20][C:19]([C:22]([F:25])([F:24])[F:23])=[CH:18][CH:17]=2)[CH:10]=1. Given the reactants [C:1]([C:3]1[CH:4]=[N:5][N:6]2[C:11]([C:12]([F:15])([F:14])[F:13])=[CH:10][C:9]([C:16]3[CH:21]=[CH:20][C:19]([C:22]([F:25])([F:24])[F:23])=[CH:18][CH:17]=3)=[N:8][C:7]=12)#[CH:2].Br[C:27]1[CH:28]=[CH:29][C:30]([C:33]#[N:34])=[N:31][CH:32]=1, predict the reaction product. (2) Given the reactants [Cl:1][C:2]1[N:3]=[C:4]([N:11]2[CH2:15][CH2:14][C@H:13]([NH:16][C:17](=[O:23])[O:18][C:19]([CH3:22])([CH3:21])[CH3:20])[CH2:12]2)[C:5]2[CH2:10][CH2:9][CH2:8][C:6]=2[N:7]=1.Br[CH2:25][CH2:26][CH3:27], predict the reaction product. The product is: [Cl:1][C:2]1[N:3]=[C:4]([N:11]2[CH2:15][CH2:14][C@H:13]([N:16]([CH2:25][CH2:26][CH3:27])[C:17](=[O:23])[O:18][C:19]([CH3:20])([CH3:22])[CH3:21])[CH2:12]2)[C:5]2[CH2:10][CH2:9][CH2:8][C:6]=2[N:7]=1. (3) Given the reactants [CH3:1][O:2][C@@H:3]1[C@@H:7]([O:8][N+:9]([O-:11])=[O:10])[CH2:6][C@H:5]([C:12]([OH:14])=O)[CH2:4]1.C([N:17](CC)CC)C.N, predict the reaction product. The product is: [N+:9]([O-:11])([O:8][C@H:7]1[CH2:6][C@H:5]([C:12](=[O:14])[NH2:17])[CH2:4][C@@H:3]1[O:2][CH3:1])=[O:10]. (4) Given the reactants [CH3:1][N:2]([S:21]([C:24]1[CH:29]=[CH:28][CH:27]=[CH:26][N:25]=1)(=[O:23])=[O:22])[C:3]1[CH:4]=[CH:5][CH:6]=[C:7]2[C:11]=1[NH:10][C:9]([C:12]1[S:13][CH:14]([CH2:17][C:18](O)=[O:19])[CH2:15][N:16]=1)=[CH:8]2.C[N:31](C)C=O.Cl.CN(C)CCCN=C=NCC, predict the reaction product. The product is: [CH3:1][N:2]([S:21]([C:24]1[CH:29]=[CH:28][CH:27]=[CH:26][N:25]=1)(=[O:22])=[O:23])[C:3]1[CH:4]=[CH:5][CH:6]=[C:7]2[C:11]=1[NH:10][C:9]([C:12]1[S:13][CH:14]([CH2:17][C:18]([NH2:31])=[O:19])[CH2:15][N:16]=1)=[CH:8]2. (5) Given the reactants Br[C:2]1[CH:3]=[C:4]2[C:9](=[CH:10][CH:11]=1)[N:8]=[CH:7][C:6]([C:12](=[O:14])[CH3:13])=[C:5]2[NH:15][C@H:16]1[CH2:21][CH2:20][C@H:19]([CH2:22][N:23]2[CH2:27][CH2:26][CH2:25][CH2:24]2)[CH2:18][CH2:17]1.[Cl:28][C:29]1[CH:34]=[C:33](B2OC(C)(C)C(C)(C)O2)[CH:32]=[C:31]([Cl:44])[C:30]=1[OH:45].Cl, predict the reaction product. The product is: [ClH:28].[Cl:44][C:31]1[CH:32]=[C:33]([C:2]2[CH:3]=[C:4]3[C:9](=[CH:10][CH:11]=2)[N:8]=[CH:7][C:6]([C:12](=[O:14])[CH3:13])=[C:5]3[NH:15][C@H:16]2[CH2:17][CH2:18][C@H:19]([CH2:22][N:23]3[CH2:27][CH2:26][CH2:25][CH2:24]3)[CH2:20][CH2:21]2)[CH:34]=[C:29]([Cl:28])[C:30]=1[OH:45]. (6) Given the reactants [C:1]1([C:11]([C:13]2[CH:18]=[CH:17][CH:16]=[CH:15][CH:14]=2)=O)[C:10]2[C:5](=[CH:6][CH:7]=[CH:8][CH:9]=2)C=[CH:3][CH:2]=1.C([O-])(=O)C.[NH4+].[BH3-][C:25]#[N:26].[Na+].Cl, predict the reaction product. The product is: [CH:11]1[C:13]2[C:18](=[CH:17][CH:16]=[CH:15][CH:14]=2)[CH:3]=[CH:2][C:1]=1[C:10]1([CH:5]=[CH:6][CH:7]=[CH:8][CH2:9]1)[CH2:25][NH2:26]. (7) Given the reactants [CH3:1][O:2][CH2:3][CH2:4][N:5]1[CH2:11][CH2:10][C:9]2[CH:12]=[C:13]([NH2:16])[CH:14]=[CH:15][C:8]=2[CH2:7][CH2:6]1.Cl[C:18]1[N:23]=[C:22]([NH:24][C:25]2[C:34]([F:35])=[CH:33][C:32]([F:36])=[CH:31][C:26]=2[C:27]([NH:29][CH3:30])=[O:28])[C:21]([Cl:37])=[CH:20][N:19]=1, predict the reaction product. The product is: [Cl:37][C:21]1[C:22]([NH:24][C:25]2[C:34]([F:35])=[CH:33][C:32]([F:36])=[CH:31][C:26]=2[C:27]([NH:29][CH3:30])=[O:28])=[N:23][C:18]([NH:16][C:13]2[CH:14]=[CH:15][C:8]3[CH2:7][CH2:6][N:5]([CH2:4][CH2:3][O:2][CH3:1])[CH2:11][CH2:10][C:9]=3[CH:12]=2)=[N:19][CH:20]=1. (8) Given the reactants [NH2:1][C:2]1[CH:3]=[C:4]([CH:21]=[CH:22][C:23]=1[CH3:24])[C:5]([N:7]1[CH2:12][CH2:11][CH:10]([C:13]2[CH:20]=[CH:19][C:16](C#N)=[CH:15][CH:14]=2)[CH2:9][CH2:8]1)=[O:6].NC1C=C(C=CC=1C)C(O)=O.Cl.[Cl:37]C1C=CC(C2CCNCC2)=CC=1, predict the reaction product. The product is: [NH2:1][C:2]1[CH:3]=[C:4]([C:5]([N:7]2[CH2:12][CH2:11][CH:10]([C:13]3[CH:20]=[CH:19][C:16]([Cl:37])=[CH:15][CH:14]=3)[CH2:9][CH2:8]2)=[O:6])[CH:21]=[CH:22][C:23]=1[CH3:24]. (9) Given the reactants [OH-].[Na+].C([O:5][C:6](=[O:52])[CH2:7][CH2:8][C:9]1[CH:14]=[CH:13][C:12]([CH3:15])=[C:11]([NH:16][C:17](=[O:51])[CH2:18][C@H:19]2[O:25][C@H:24]([C:26]3[CH:31]=[CH:30][CH:29]=[C:28]([O:32][CH3:33])[C:27]=3[O:34][CH3:35])[C:23]3[CH:36]=[C:37]([Cl:40])[CH:38]=[CH:39][C:22]=3[N:21]([CH2:41][C:42]([CH3:49])([CH3:48])[CH2:43][O:44]C(=O)C)[C:20]2=[O:50])[CH:10]=1)C.O, predict the reaction product. The product is: [Cl:40][C:37]1[CH:38]=[CH:39][C:22]2[N:21]([CH2:41][C:42]([CH3:48])([CH3:49])[CH2:43][OH:44])[C:20](=[O:50])[C@@H:19]([CH2:18][C:17]([NH:16][C:11]3[CH:10]=[C:9]([CH2:8][CH2:7][C:6]([OH:52])=[O:5])[CH:14]=[CH:13][C:12]=3[CH3:15])=[O:51])[O:25][C@H:24]([C:26]3[CH:31]=[CH:30][CH:29]=[C:28]([O:32][CH3:33])[C:27]=3[O:34][CH3:35])[C:23]=2[CH:36]=1. (10) The product is: [Cl:19][CH2:12][C:13]1[N:17]=[C:7]([C:6]2[CH:9]=[CH:10][CH:11]=[C:4]([N+:1]([O-:3])=[O:2])[CH:5]=2)[O:8][C:14]=1[CH3:15]. Given the reactants [N+:1]([C:4]1[CH:5]=[C:6]([CH:9]=[CH:10][CH:11]=1)[CH:7]=[O:8])([O-:3])=[O:2].[CH3:12][C:13](=[N:17]O)[C:14](=O)[CH3:15].[ClH:19].C(OCC)(=O)C, predict the reaction product.